This data is from Forward reaction prediction with 1.9M reactions from USPTO patents (1976-2016). The task is: Predict the product of the given reaction. (1) Given the reactants [C:1]([C:5]1[O:9][N:8]=[C:7]([NH:10][C:11]([NH:13][C:14]2[CH:19]=[CH:18][CH:17]=[C:16]([S:20][C:21]3[C:30]4[C:25](=[CH:26][C:27]([O:41][CH3:42])=[C:28]([O:31][CH2:32][CH2:33][CH2:34][N:35]5[CH2:40][CH2:39]C[CH2:37][CH2:36]5)[CH:29]=4)[N:24]=[CH:23][N:22]=3)[CH:15]=2)=[O:12])[CH:6]=1)([CH3:4])([CH3:3])[CH3:2].[CH3:43][N:44]1CCNCC1, predict the reaction product. The product is: [C:1]([C:5]1[O:9][N:8]=[C:7]([NH:10][C:11]([NH:13][C:14]2[CH:19]=[CH:18][CH:17]=[C:16]([S:20][C:21]3[C:30]4[C:25](=[CH:26][C:27]([O:41][CH3:42])=[C:28]([O:31][CH2:32][CH2:33][CH2:34][N:35]5[CH2:36][CH2:37][N:44]([CH3:43])[CH2:39][CH2:40]5)[CH:29]=4)[N:24]=[CH:23][N:22]=3)[CH:15]=2)=[O:12])[CH:6]=1)([CH3:4])([CH3:3])[CH3:2]. (2) Given the reactants Cl.[CH:2]1([C:6]([NH2:8])=[NH:7])[CH2:5][CH2:4][CH2:3]1.C(O[CH:12]=[CH:13][C:14]#[N:15])C, predict the reaction product. The product is: [CH:2]1([C:6]2[N:8]=[C:14]([NH2:15])[CH:13]=[CH:12][N:7]=2)[CH2:5][CH2:4][CH2:3]1. (3) The product is: [C:1]([O:4][C@@H:5]([CH3:9])[C:6]([NH:10][C:11]1[N:15]([CH:16]2[CH2:21][CH2:20][O:19][CH2:18][CH2:17]2)[N:14]=[CH:13][C:12]=1[C:22](=[O:23])[NH2:24])=[O:7])(=[O:3])[CH3:2]. Given the reactants [C:1]([O:4][C@@H:5]([CH3:9])[C:6](Cl)=[O:7])(=[O:3])[CH3:2].[NH2:10][C:11]1[N:15]([CH:16]2[CH2:21][CH2:20][O:19][CH2:18][CH2:17]2)[N:14]=[CH:13][C:12]=1[C:22]([NH2:24])=[O:23], predict the reaction product. (4) Given the reactants S(=O)(=O)(O)O.[CH3:6][S:7][C:8]1[CH:9]=[CH:10][CH:11]=[C:12]2[C:19]=1[C:15]1=[N:16][O:17][CH2:18][CH:14]1[CH2:13]2.[Br:20]Br, predict the reaction product. The product is: [Br:20][C:11]1[CH:10]=[CH:9][C:8]([S:7][CH3:6])=[C:19]2[C:12]=1[CH2:13][CH:14]1[CH2:18][O:17][N:16]=[C:15]12. (5) Given the reactants [Cl:1][C:2]1[CH:7]=[CH:6][C:5]([CH:8]([C:20]2[CH:34]=[CH:33][C:23]([C:24]([NH:26][CH2:27][CH2:28][S:29]([CH3:32])(=[O:31])=[O:30])=[O:25])=[CH:22][CH:21]=2)[CH2:9][C:10]([C:12]2[CH:17]=[CH:16][C:15](=[O:18])[N:14]([CH3:19])[CH:13]=2)=O)=[C:4]([CH3:35])[CH:3]=1.Cl.[NH2:37][OH:38].C(=O)([O-])O.[Na+], predict the reaction product. The product is: [Cl:1][C:2]1[CH:7]=[CH:6][C:5]([CH:8]([C:20]2[CH:21]=[CH:22][C:23]([C:24]([NH:26][CH2:27][CH2:28][S:29]([CH3:32])(=[O:30])=[O:31])=[O:25])=[CH:33][CH:34]=2)[CH2:9]/[C:10](=[N:37]\[OH:38])/[C:12]2[CH:17]=[CH:16][C:15](=[O:18])[N:14]([CH3:19])[CH:13]=2)=[C:4]([CH3:35])[CH:3]=1. (6) Given the reactants [Cl:1][C:2]1[CH:3]=[C:4]([CH:7]=[C:8]([O:10][CH3:11])[CH:9]=1)[CH2:5][OH:6].[Cr](Cl)([O-])(=O)=O.[NH+]1C=CC=CC=1, predict the reaction product. The product is: [Cl:1][C:2]1[CH:3]=[C:4]([CH:7]=[C:8]([O:10][CH3:11])[CH:9]=1)[CH:5]=[O:6]. (7) Given the reactants C(O[C:6]([N:8]([C:40](OC(C)(C)C)=O)[C:9](=[O:39])[C:10]1[CH:15]=[C:14]([N:16]2[C:20](=[O:21])[CH2:19][CH2:18][CH:17]2[CH3:22])[CH:13]=[CH:12][C:11]=1[C:23]([N:25]1[CH2:30][CH2:29][N:28]([C:31]2[C:36]([CH3:37])=[CH:35][C:34]([CH3:38])=[CH:33][N:32]=2)[CH2:27][CH2:26]1)=[O:24])=O)(C)(C)C, predict the reaction product. The product is: [CH3:37][C:36]1[C:31]([N:28]2[CH2:27][CH2:26][N:25]([C:23]([C:11]3[CH:12]=[CH:13][C:14]([N:16]4[C:20](=[O:21])[CH2:19][CH2:18][CH:17]4[CH3:22])=[CH:15][C:10]=3[C:9]([N:8]([CH3:40])[CH3:6])=[O:39])=[O:24])[CH2:30][CH2:29]2)=[N:32][CH:33]=[C:34]([CH3:38])[CH:35]=1. (8) Given the reactants [CH3:1][C:2]1[C:3]([NH2:8])=[N:4][O:5][C:6]=1[CH3:7].C(N(CC)CC)C.Cl[C:17]([O:19][C:20]1[CH:25]=[CH:24][CH:23]=[CH:22][CH:21]=1)=[O:18], predict the reaction product. The product is: [C:20]1([O:19][C:17](=[O:18])[NH:8][C:3]2[C:2]([CH3:1])=[C:6]([CH3:7])[O:5][N:4]=2)[CH:25]=[CH:24][CH:23]=[CH:22][CH:21]=1.